This data is from Full USPTO retrosynthesis dataset with 1.9M reactions from patents (1976-2016). The task is: Predict the reactants needed to synthesize the given product. (1) Given the product [CH:16]1[CH:17]=[CH:18][C:13](/[CH:21]=[CH:20]/[C:19]([NH2:23])=[O:22])=[CH:14][CH:15]=1, predict the reactants needed to synthesize it. The reactants are: C(O)(=O)C=C.C(Cl)(=O)C(Cl)=O.N[C:13]1[CH:18]=[CH:17][CH:16]=[CH:15][CH:14]=1.[C:19]([NH2:23])(=[O:22])[CH:20]=[CH2:21]. (2) Given the product [CH3:1][O:2][C:3](=[O:19])[NH:4][C:5]1[S:6][C:7]2[C:13]([CH:14]([OH:16])[CH3:15])=[CH:12][CH:11]=[C:10]([O:17][CH3:18])[C:8]=2[N:9]=1, predict the reactants needed to synthesize it. The reactants are: [CH3:1][O:2][C:3](=[O:19])[NH:4][C:5]1[S:6][C:7]2[C:13]([C:14](=[O:16])[CH3:15])=[CH:12][CH:11]=[C:10]([O:17][CH3:18])[C:8]=2[N:9]=1.[BH4-].[Na+]. (3) Given the product [CH3:1][N:2]1[N:11]=[N:10][C:9]2[N:5]([CH:6]=[N:7][C:8]=2[C:12]([NH2:14])=[O:13])[C:3]1=[O:4], predict the reactants needed to synthesize it. The reactants are: [CH3:1][N:2]1[N:11]=[N:10][C:9]2[N:5]([CH:6]=[N:7][C:8]=2[C:12]([NH2:14])=[O:13])[C:3]1=[O:4].Cl.CC(C)=O.C(O)(=O)C. (4) Given the product [CH3:7][O:8][C:9]1[CH:10]=[CH:11][C:12]([CH2:13][N:14]2[CH2:15][CH2:16][O:17][CH2:18][CH:19]2[CH3:20])=[CH:22][CH:23]=1, predict the reactants needed to synthesize it. The reactants are: [H-].[H-].[H-].[H-].[Li+].[Al+3].[CH3:7][O:8][C:9]1[CH:23]=[CH:22][C:12]([CH2:13][N:14]2[CH:19]([CH3:20])[CH2:18][O:17][CH2:16][C:15]2=O)=[CH:11][CH:10]=1. (5) The reactants are: Cl.[CH3:2][O:3][C:4]([C:6]1[O:7][C:8]([CH2:11][CH2:12][CH2:13][NH2:14])=[CH:9][CH:10]=1)=[O:5].C(N(CC)CC)C.[CH3:22][S:23](Cl)(=[O:25])=[O:24]. Given the product [CH3:2][O:3][C:4]([C:6]1[O:7][C:8]([CH2:11][CH2:12][CH2:13][NH:14][S:23]([CH3:22])(=[O:25])=[O:24])=[CH:9][CH:10]=1)=[O:5], predict the reactants needed to synthesize it. (6) Given the product [Br:1][C:2]1[CH:7]=[C:6]([CH:8]([OH:9])[CH3:14])[CH:5]=[C:4]([C:10]([CH3:13])([CH3:12])[CH3:11])[CH:3]=1, predict the reactants needed to synthesize it. The reactants are: [Br:1][C:2]1[CH:3]=[C:4]([C:10]([CH3:13])([CH3:12])[CH3:11])[CH:5]=[C:6]([CH:8]=[O:9])[CH:7]=1.[CH3:14][Mg]Br.[Cl-].[NH4+]. (7) Given the product [F:21][C:16]1[C:17]([F:19])=[CH:18][N:14]([C:12]2[CH:11]=[CH:10][C:9]([N:23]3[CH:28]=[C:27]([O:29][CH3:30])[C:26](=[O:31])[C:25]([C:32]4[N:36]([C:37]5[CH:42]=[CH:41][CH:40]=[CH:39][CH:38]=5)[N:35]=[CH:34][CH:33]=4)=[N:24]3)=[C:8]([F:7])[CH:13]=2)[CH:15]=1, predict the reactants needed to synthesize it. The reactants are: CC([O-])(C)C.[K+].[F:7][C:8]1[CH:13]=[C:12]([N:14]2[CH2:18][C:17](F)([F:19])[C:16](F)([F:21])[CH2:15]2)[CH:11]=[CH:10][C:9]=1[N:23]1[CH:28]=[C:27]([O:29][CH3:30])[C:26](=[O:31])[C:25]([C:32]2[N:36]([C:37]3[CH:42]=[CH:41][CH:40]=[CH:39][CH:38]=3)[N:35]=[CH:34][CH:33]=2)=[N:24]1.O. (8) Given the product [F:28][C:25]([C:23]1[CH:22]=[N:21][N:20]2[CH:8]=[CH:9][N:18]=[C:19]2[N:24]=1)([CH3:27])[CH3:26], predict the reactants needed to synthesize it. The reactants are: C(OC(O[CH2:8][CH3:9])CBr)C.C(O)C.C(=O)([O-])O.[Na+].[NH2:18][C:19]1[N:20]=[N:21][CH:22]=[C:23]([C:25]([F:28])([CH3:27])[CH3:26])[N:24]=1. (9) Given the product [F:1][P-:2]([F:7])([F:6])([F:5])([F:4])[F:3].[Zn+2:13].[F:1][P-:2]([F:7])([F:6])([F:5])([F:4])[F:3], predict the reactants needed to synthesize it. The reactants are: [F:1][P-:2]([F:7])([F:6])([F:5])([F:4])[F:3].[K+].C([O-])(=O)C.[Zn+2:13].C([O-])(=O)C.